This data is from Catalyst prediction with 721,799 reactions and 888 catalyst types from USPTO. The task is: Predict which catalyst facilitates the given reaction. (1) Reactant: [NH2:1][C:2]1[CH:7]=[CH:6][N:5]=[C:4]([O:8][CH2:9][C:10]2[CH:23]=[CH:22][C:13]([CH2:14][NH:15]C(=O)C(F)(F)F)=[CH:12][CH:11]=2)[N:3]=1.CN. Product: [NH2:15][CH2:14][C:13]1[CH:12]=[CH:11][C:10]([CH2:9][O:8][C:4]2[N:3]=[C:2]([NH2:1])[CH:7]=[CH:6][N:5]=2)=[CH:23][CH:22]=1. The catalyst class is: 5. (2) Reactant: [Si]([O:8][C:9]1[CH:17]=[C:16]([F:18])[CH:15]=[C:14]2[C:10]=1[CH:11]=[N:12][N:13]2[CH2:19][O:20][CH2:21][CH2:22][Si:23]([CH3:26])([CH3:25])[CH3:24])(C(C)(C)C)(C)C.[F-].C([N+](CCCC)(CCCC)CCCC)CCC. Product: [F:18][C:16]1[CH:17]=[C:9]([OH:8])[C:10]2[CH:11]=[N:12][N:13]([CH2:19][O:20][CH2:21][CH2:22][Si:23]([CH3:25])([CH3:24])[CH3:26])[C:14]=2[CH:15]=1. The catalyst class is: 7. (3) Reactant: [N:1]([CH2:4][C:5]1[C:6]([CH2:11][CH3:12])=[N:7][CH:8]=[CH:9][CH:10]=1)=[N+]=[N-]. Product: [CH2:11]([C:6]1[C:5]([CH2:4][NH2:1])=[CH:10][CH:9]=[CH:8][N:7]=1)[CH3:12]. The catalyst class is: 45. (4) The catalyst class is: 9. Reactant: [O:1]([C:8]1[CH:13]=[CH:12][C:11]([S:14](Cl)(=[O:16])=[O:15])=[CH:10][CH:9]=1)[C:2]1[CH:7]=[CH:6][CH:5]=[CH:4][CH:3]=1.[CH3:18][N:19]1[CH2:24][CH2:23][CH:22]([C:25]2[C:33]3[C:28](=[CH:29][CH:30]=[C:31]([NH2:34])[CH:32]=3)[NH:27][N:26]=2)[CH2:21][CH2:20]1. Product: [CH3:18][N:19]1[CH2:20][CH2:21][CH:22]([C:25]2[C:33]3[C:28](=[CH:29][CH:30]=[C:31]([NH:34][S:14]([C:11]4[CH:12]=[CH:13][C:8]([O:1][C:2]5[CH:7]=[CH:6][CH:5]=[CH:4][CH:3]=5)=[CH:9][CH:10]=4)(=[O:16])=[O:15])[CH:32]=3)[NH:27][N:26]=2)[CH2:23][CH2:24]1. (5) Reactant: C[O:2][C:3](=[O:18])[CH2:4][CH2:5][CH2:6][CH:7]1[CH2:10][N:9]([C:11]([O:13][C:14]([CH3:17])([CH3:16])[CH3:15])=[O:12])[CH2:8]1.[OH-].[Na+]. Product: [C:14]([O:13][C:11]([N:9]1[CH2:8][CH:7]([CH2:6][CH2:5][CH2:4][C:3]([OH:18])=[O:2])[CH2:10]1)=[O:12])([CH3:17])([CH3:15])[CH3:16]. The catalyst class is: 36.